Predict the product of the given reaction. From a dataset of Forward reaction prediction with 1.9M reactions from USPTO patents (1976-2016). The product is: [CH3:23][O:24][C:15]([C:9]1[C:8]2[N:7]([N:6]=[C:5]([CH:4]([F:3])[F:20])[CH:19]=2)[C:12]([O:13][CH3:14])=[CH:11][CH:10]=1)=[O:18]. Given the reactants [H-].[Na+].[F:3][CH:4]([F:20])[C:5]1[CH:19]=[C:8]2[C:9]([C:15](=[O:18])CC)=[CH:10][CH:11]=[C:12]([O:13][CH3:14])[N:7]2[N:6]=1.[Cl-].[NH4+].[C:23](=O)(OC)[O:24]C, predict the reaction product.